From a dataset of Full USPTO retrosynthesis dataset with 1.9M reactions from patents (1976-2016). Predict the reactants needed to synthesize the given product. (1) Given the product [O:31]=[C:30]1[CH:28]2[CH2:27][CH2:26][CH:25]1[CH2:24][N:23]([C:9]([O:11][C:12]([CH3:13])([CH3:14])[CH3:15])=[O:10])[CH2:29]2, predict the reactants needed to synthesize it. The reactants are: [CH3:13][C:12]([O:11][C:9](O[C:9]([O:11][C:12]([CH3:15])([CH3:14])[CH3:13])=[O:10])=[O:10])([CH3:15])[CH3:14].C([N:23]1[CH2:29][CH:28]2[C:30](=[O:31])[CH:25]([CH2:26][CH2:27]2)[CH2:24]1)C1C=CC=CC=1. (2) Given the product [CH:3]1([CH2:7][O:8][CH2:10][C:11]([OH:13])=[O:12])[CH2:6][CH2:5][CH2:4]1, predict the reactants needed to synthesize it. The reactants are: [H-].[Na+].[CH:3]1([CH2:7][OH:8])[CH2:6][CH2:5][CH2:4]1.Cl[CH2:10][C:11]([O-:13])=[O:12].[Na+]. (3) Given the product [CH3:30][O:31][C:2]1[CH:3]=[C:4]([CH:25]=[CH:26][N:27]=1)[C:5]([NH:7][C:8]1[S:9][C:10]2[C:16]([C:17]3[CH:22]=[CH:21][CH:20]=[CH:19][CH:18]=3)=[CH:15][CH:14]=[C:13]([O:23][CH3:24])[C:11]=2[N:12]=1)=[O:6], predict the reactants needed to synthesize it. The reactants are: Br[C:2]1[CH:3]=[C:4]([CH:25]=[CH:26][N:27]=1)[C:5]([NH:7][C:8]1[S:9][C:10]2[C:16]([C:17]3[CH:22]=[CH:21][CH:20]=[CH:19][CH:18]=3)=[CH:15][CH:14]=[C:13]([O:23][CH3:24])[C:11]=2[N:12]=1)=[O:6].[H-].[Na+].[CH3:30][OH:31]. (4) Given the product [CH3:12][CH:11]([N:10]([CH2:9][C:8]1[CH:14]=[CH:15][CH:16]=[C:6]([C:2]2[S:1][CH:5]=[CH:4][N:3]=2)[CH:7]=1)[C:18]([NH:17][C:20]1[CH:25]=[CH:24][C:23]([O:26][C:27]([F:28])([F:29])[F:30])=[CH:22][CH:21]=1)=[O:19])[CH3:13], predict the reactants needed to synthesize it. The reactants are: [S:1]1[CH:5]=[CH:4][N:3]=[C:2]1[C:6]1[CH:7]=[C:8]([CH:14]=[CH:15][CH:16]=1)[CH2:9][NH:10][CH:11]([CH3:13])[CH3:12].[N:17]([C:20]1[CH:25]=[CH:24][C:23]([O:26][C:27]([F:30])([F:29])[F:28])=[CH:22][CH:21]=1)=[C:18]=[O:19]. (5) The reactants are: [CH:1]1([N:6]2[CH2:12][C:11]([F:14])([F:13])[C:10](=[O:15])[N:9]([CH3:16])[C:8]3[CH:17]=[N:18][C:19]([NH:21][C:22]4[CH:30]=[CH:29][C:25]([C:26](O)=[O:27])=[CH:24][C:23]=4[O:31][CH3:32])=[N:20][C:7]2=3)[CH2:5][CH2:4][CH2:3][CH2:2]1.[F:33][C:34]1[CH:35]=[C:36]([CH:38]=[CH:39][C:40]=1[N:41]1[CH2:46][CH2:45][N:44]([CH3:47])[CH2:43][CH2:42]1)[NH2:37]. Given the product [CH:1]1([N:6]2[CH2:12][C:11]([F:13])([F:14])[C:10](=[O:15])[N:9]([CH3:16])[C:8]3[CH:17]=[N:18][C:19]([NH:21][C:22]4[CH:30]=[CH:29][C:25]([C:26]([NH:37][C:36]5[CH:38]=[CH:39][C:40]([N:41]6[CH2:46][CH2:45][N:44]([CH3:47])[CH2:43][CH2:42]6)=[C:34]([F:33])[CH:35]=5)=[O:27])=[CH:24][C:23]=4[O:31][CH3:32])=[N:20][C:7]2=3)[CH2:2][CH2:3][CH2:4][CH2:5]1, predict the reactants needed to synthesize it.